Regression. Given a target protein amino acid sequence and a drug SMILES string, predict the binding affinity score between them. We predict pKd (pKd = -log10(Kd in M); higher means stronger binding). Dataset: bindingdb_kd. From a dataset of Drug-target binding data from BindingDB using Kd measurements. (1) The pKd is 5.8. The drug is O=C(O)C[C@H](NC(=O)OCC1c2ccccc2-c2ccccc21)C(=O)Nc1cccc2c1N[C@@H](Cc1c[nH]c3ccccc13)C(=O)N(CC(=O)N[C@@H](Cc1ccccc1)C(=O)O)C2. The target protein (P9WH75) has sequence MPPTVIAEPVASGAHASYSGGPGETDYHALNAMLNLYDADGKIQFDKDREAAHQYFLQHVNQNTVFFHNQDEKLDYLIRENYYEREVLDQYSRNFVKTLLDRAYAKKFRFPTFLGAFKYYTSYTLKTFDGKRYLERFEDRVVMVALTLAAGDTALAELLVDEIIDGRFQPATPTFLNSGKKQRGEPVSCFLLRVEDNMESIGRSINSALQLSKRGGGVALLLTNIREHGAPIKNIENQSSGVIPIMKLLEDAFSYANQLGARQGAGAVYLHAHHPDIYRFLDTKRENADEKIRIKTLSLGVVIPDITFELAKRNDDMYLFSPYDVERVYGVPFADISVTEKYYEMVDDARIRKTKIKAREFFQTLAELQFESGYPYIMFEDTVNRANPIDGKITHSNLCSEILQVSTPSLFNEDLSYAKVGKDISCNLGSLNIAKTMDSPDFAQTIEVAIRALTAVSDQTHIKSVPSIEQGNNDSHAIGLGQMNLHGYLARERIFYGSDE.... (2) The small molecule is O=NC1CCc2cc(-c3cn(CCO)nc3-c3ccncc3)ccc21. The target is PFCDPK1(Pfalciparum). The pKd is 5.0. (3) The compound is CC1=NN(C(=O)c2ccc(O)cc2)C(=O)C1/N=N/c1ccc(S(=O)(=O)Nc2ncccn2)cc1. The target protein sequence is MASPPESDGFSDVRKVGYLRKPKSMHKRFFVLRAASEAGGPARLEYYENEKKWRHKSSAPKRSIPLESCFNINKRADSKNKHLVALYTRDEHFAIAADSEAEQDSWYQALLQLHNRAKGHHDGAAALGAGGGGGSCSGSSGLGEAGEDLSYGDVPPGPAFKEVWQVILKPKGLGQTKNLIGIYRLCLTSKTISFVKLNSEAAAVVLQLMNIRRCGHSENFFFIEVGRSAVTGPGEFWMQVDDSVVAQNMHETILEAMRAMSDEF. The pKd is 5.0. (4) The compound is C#Cc1cccc(Nc2ncnc3cc(OCCOC)c(OCCOC)cc23)c1. The target protein (Q16832) has sequence MILIPRMLLVLFLLLPILSSAKAQVNPAICRYPLGMSGGQIPDEDITASSQWSESTAAKYGRLDSEEGDGAWCPEIPVEPDDLKEFLQIDLHTLHFITLVGTQGRHAGGHGIEFAPMYKINYSRDGTRWISWRNRHGKQVLDGNSNPYDIFLKDLEPPIVARFVRFIPVTDHSMNVCMRVELYGCVWLDGLVSYNAPAGQQFVLPGGSIIYLNDSVYDGAVGYSMTEGLGQLTDGVSGLDDFTQTHEYHVWPGYDYVGWRNESATNGYIEIMFEFDRIRNFTTMKVHCNNMFAKGVKIFKEVQCYFRSEASEWEPNAISFPLVLDDVNPSARFVTVPLHHRMASAIKCQYHFADTWMMFSEITFQSDAAMYNNSEALPTSPMAPTTYDPMLKVDDSNTRILIGCLVAIIFILLAIIVIILWRQFWQKMLEKASRRMLDDEMTVSLSLPSDSSMFNNNRSSSPSEQGSNSTYDRIFPLRPDYQEPSRLIRKLPEFAPGEEE.... The pKd is 5.0.